This data is from Reaction yield outcomes from USPTO patents with 853,638 reactions. The task is: Predict the reaction yield, written as a fraction of the theoretical maximum amount of product (1.0 means a 100% yield; for example, 0.34 means a 34% yield). The reactants are [C:1]([O:5][C:6]([N:8]1[CH2:12][CH2:11][CH2:10][CH:9]1[C:13]1[CH:17]=[C:16]([CH2:18]Br)[O:15][N:14]=1)=[O:7])([CH3:4])([CH3:3])[CH3:2].[CH2:20]([O:22][C:23](=[O:26])[CH2:24][NH2:25])[CH3:21].[C:27]1([C:33]([C:39]2[CH:44]=[CH:43][CH:42]=[CH:41][CH:40]=2)=NCC(O)=O)[CH:32]=[CH:31][CH:30]=[CH:29][CH:28]=1.[OH-].[K+].Cl. The catalyst is C1(C)C=CC=CC=1.[Br-].C([N+](CCCC)(CCCC)CCCC)CCC. The product is [C:1]([O:5][C:6]([N:8]1[CH2:12][CH2:11][CH2:10][CH:9]1[C:13]1[CH:17]=[C:16]([CH2:18][CH:24]([N:25]=[C:33]([C:27]2[CH:32]=[CH:31][CH:30]=[CH:29][CH:28]=2)[C:39]2[CH:44]=[CH:43][CH:42]=[CH:41][CH:40]=2)[C:23]([O:22][CH2:20][CH3:21])=[O:26])[O:15][N:14]=1)=[O:7])([CH3:4])([CH3:3])[CH3:2]. The yield is 0.450.